This data is from Forward reaction prediction with 1.9M reactions from USPTO patents (1976-2016). The task is: Predict the product of the given reaction. (1) Given the reactants BrC1C=[CH:6][C:5]([CH3:8])=[CH:4][CH:3]=1.[C:9]([Li])([CH3:12])([CH3:11])[CH3:10].CC1(C)C2C(=CC(C#CC3C=CC(C(OCC)=O)=CC=3)=CC=2)C(OS(C(F)(F)F)(=O)=O)=C1.CC1(C)[CH2:56][CH2:55][C:54](=O)[C:53]2[CH:52]=[C:51](/[CH:58]=[CH:59]/[C:60]3[CH:70]=[CH:69][C:63]([C:64]([O:66][CH2:67][CH3:68])=[O:65])=[CH:62][CH:61]=3)[CH:50]=[CH:49][C:48]1=2, predict the reaction product. The product is: [CH3:10][C:9]1([CH3:12])[C:48]2[C:53](=[CH:52][C:51]([C:58]#[C:59][C:60]3[CH:70]=[CH:69][C:63]([C:64]([O:66][CH2:67][CH3:68])=[O:65])=[CH:62][CH:61]=3)=[CH:50][CH:49]=2)[C:54]([C:55]2[CH:3]=[CH:4][C:5]([CH3:8])=[CH:6][CH:56]=2)=[CH:11]1. (2) The product is: [C:1]([O:5][C:6]([NH:8][CH2:9][CH2:10][N:11]1[C:19]([C:20]([O:22][CH3:23])=[O:21])=[C:18]2[C:13]([C:14]3[CH:27]=[C:26]([C:28]4[CH:33]=[CH:32][CH:31]=[C:30]([N+:34]([O-:36])=[O:35])[CH:29]=4)[C:25]([O:37][CH3:38])=[CH:24][C:15]=3[CH:16]=[CH:17]2)=[N:12]1)=[O:7])([CH3:4])([CH3:3])[CH3:2]. Given the reactants [C:1]([O:5][C:6]([NH:8][CH2:9][CH2:10][N:11]1[C:19]([C:20]([O:22][CH3:23])=[O:21])=[C:18]2[C:13]([C:14]3[CH:27]=[C:26]([C:28]4[CH:33]=[CH:32][CH:31]=[C:30]([N+:34]([O-:36])=[O:35])[CH:29]=4)[C:25]([O:37][CH3:38])=[CH:24][C:15]=3[CH2:16][CH2:17]2)=[N:12]1)=[O:7])([CH3:4])([CH3:3])[CH3:2].C(C1C(=O)C(Cl)=C(Cl)C(=O)C=1C#N)#N, predict the reaction product. (3) Given the reactants [Mg].[F:2][C:3](S(C1C=CC=CC=1)(=O)=O)(S(C1C=CC=CC=1)(=O)=O)[CH:4]([C:7]1[CH:12]=[CH:11][C:10]([CH2:13][CH:14]([CH3:16])[CH3:15])=[CH:9][CH:8]=1)[CH2:5][OH:6].O, predict the reaction product. The product is: [F:2][CH2:3][CH:4]([C:7]1[CH:8]=[CH:9][C:10]([CH2:13][CH:14]([CH3:16])[CH3:15])=[CH:11][CH:12]=1)[CH2:5][OH:6]. (4) Given the reactants [C:1]([C:3]([CH3:33])([CH3:32])[C:4]1[CH:9]=[CH:8][C:7]([NH:10][C:11](=[O:22])[C:12]2[CH:17]=[CH:16][C:15]([O:18][CH3:19])=[C:14]([O:20][CH3:21])[CH:13]=2)=[CH:6][C:5]=1B1OC(C)(C)C(C)(C)O1)#[N:2].Cl.Br[C:36]1[CH:41]=[CH:40][N:39]=[CH:38][CH:37]=1.C([O-])([O-])=O.[K+].[K+], predict the reaction product. The product is: [C:1]([C:3]([CH3:33])([CH3:32])[C:4]1[CH:5]=[CH:6][C:7]([NH:10][C:11](=[O:22])[C:12]2[CH:17]=[CH:16][C:15]([O:18][CH3:19])=[C:14]([O:20][CH3:21])[CH:13]=2)=[CH:8][C:9]=1[C:36]1[CH:41]=[CH:40][N:39]=[CH:38][CH:37]=1)#[N:2]. (5) The product is: [N:21]1([C:19]2[N:20]=[C:15]([N:14]3[C:8]4[CH:7]=[C:6]([C:4]5[CH:3]=[N:2][N:1]([CH2:46][CH:47]6[CH2:50][O:49][CH2:48]6)[CH:5]=5)[N:11]=[CH:10][C:9]=4[CH:12]=[N:13]3)[CH:16]=[CH:17][CH:18]=2)[CH2:27][CH2:26][CH2:25][NH:24][CH2:23][CH2:22]1. Given the reactants [NH:1]1[CH:5]=[C:4]([C:6]2[N:11]=[CH:10][C:9]3[CH:12]=[N:13][N:14]([C:15]4[N:20]=[C:19]([N:21]5[CH2:27][CH2:26][CH2:25][N:24](C(OC(C)(C)C)=O)[CH2:23][CH2:22]5)[CH:18]=[CH:17][CH:16]=4)[C:8]=3[CH:7]=2)[CH:3]=[N:2]1.CC1C=CC(S(O[CH2:46][CH:47]2[CH2:50][O:49][CH2:48]2)(=O)=O)=CC=1, predict the reaction product. (6) Given the reactants [CH3:1][N:2]([CH3:13])[C:3]1[CH:8]=[C:7]([CH3:9])[C:6]([N+:10]([O-])=O)=[CH:5][N:4]=1, predict the reaction product. The product is: [CH3:13][N:2]([CH3:1])[C:3]1[CH:8]=[C:7]([CH3:9])[C:6]([NH2:10])=[CH:5][N:4]=1. (7) Given the reactants [Cl:1][C:2]1[CH:7]=[CH:6][CH:5]=[CH:4][C:3]=1[CH:8]([O:10][C:11]([NH:13][C:14]1[N:18]([C:19]2[CH:24]=[CH:23][C:22]([C:25]3[CH:30]=[CH:29][C:28]([CH2:31][C:32]([O:34]CC)=[O:33])=[CH:27][CH:26]=3)=[CH:21][CH:20]=2)[N:17]=[CH:16][C:15]=1[C:37]#[N:38])=[O:12])[CH3:9].[Li+].[OH-], predict the reaction product. The product is: [Cl:1][C:2]1[CH:7]=[CH:6][CH:5]=[CH:4][C:3]=1[CH:8]([O:10][C:11]([NH:13][C:14]1[N:18]([C:19]2[CH:24]=[CH:23][C:22]([C:25]3[CH:26]=[CH:27][C:28]([CH2:31][C:32]([OH:34])=[O:33])=[CH:29][CH:30]=3)=[CH:21][CH:20]=2)[N:17]=[CH:16][C:15]=1[C:37]#[N:38])=[O:12])[CH3:9].